Dataset: NCI-60 drug combinations with 297,098 pairs across 59 cell lines. Task: Regression. Given two drug SMILES strings and cell line genomic features, predict the synergy score measuring deviation from expected non-interaction effect. Drug 1: COC1=C(C=C2C(=C1)N=CN=C2NC3=CC(=C(C=C3)F)Cl)OCCCN4CCOCC4. Drug 2: CC(CN1CC(=O)NC(=O)C1)N2CC(=O)NC(=O)C2. Cell line: NCI-H460. Synergy scores: CSS=57.0, Synergy_ZIP=6.10, Synergy_Bliss=6.02, Synergy_Loewe=8.90, Synergy_HSA=11.4.